Dataset: NCI-60 drug combinations with 297,098 pairs across 59 cell lines. Task: Regression. Given two drug SMILES strings and cell line genomic features, predict the synergy score measuring deviation from expected non-interaction effect. Drug 1: C1=NC2=C(N1)C(=S)N=C(N2)N. Drug 2: COC1=NC(=NC2=C1N=CN2C3C(C(C(O3)CO)O)O)N. Cell line: EKVX. Synergy scores: CSS=7.53, Synergy_ZIP=-4.25, Synergy_Bliss=-2.12, Synergy_Loewe=-25.2, Synergy_HSA=-8.21.